From a dataset of Forward reaction prediction with 1.9M reactions from USPTO patents (1976-2016). Predict the product of the given reaction. (1) Given the reactants Cl[C:2]([O:4][CH2:5][C:6]1[CH:11]=[CH:10][CH:9]=[CH:8][CH:7]=1)=[O:3].[NH2:12][C@@H:13]1[C:19](=[O:20])[N:18]2[C@H:21]([C:25]([O:27][C:28]([CH3:31])([CH3:30])[CH3:29])=[O:26])[CH2:22][CH2:23][CH2:24][N:17]2[C:16](=[O:32])[CH2:15][CH2:14]1.C([O-])(O)=O.[Na+].O1CCOCC1, predict the reaction product. The product is: [CH2:5]([O:4][C:2]([NH:12][C@@H:13]1[C:19](=[O:20])[N:18]2[C@H:21]([C:25]([O:27][C:28]([CH3:30])([CH3:29])[CH3:31])=[O:26])[CH2:22][CH2:23][CH2:24][N:17]2[C:16](=[O:32])[CH2:15][CH2:14]1)=[O:3])[C:6]1[CH:11]=[CH:10][CH:9]=[CH:8][CH:7]=1. (2) Given the reactants [CH3:1][C:2]1([CH3:8])[CH2:4][C@@H:3]1[C:5](O)=[O:6].CN(C(O[N:17]1N=N[C:19]2[CH:20]=[CH:21][CH:22]=[N:23][C:18]1=2)=[N+](C)C)C.F[P-](F)(F)(F)(F)F.[CH3:33][C:34]([N:36]([CH3:38])C)=O.O[C:40]([C:42](F)(F)F)=O.OC(C(F)(F)F)=O.OC(C(F)(F)F)=O.[CH3:60][O:61][C:62](=[O:113])[NH:63][C@H:64]([C:68]([N:70]1[CH2:74][CH2:73][CH2:72][C@H:71]1[C:75]1[NH:76][CH:77]=[C:78]([C:80]2[CH:85]=[CH:84][C:83]([C:86]3[CH:91]=[C:90]([F:92])[C:89]([NH:93][C:94](C4C=NC(N5CCNC[C@H]5C)=CC=4)=[O:95])=[CH:88][C:87]=3[C:109]([F:112])([F:111])[F:110])=[CH:82][CH:81]=2)[N:79]=1)=[O:69])[CH:65]([CH3:67])[CH3:66].C(N(CC)C(C)C)(C)C, predict the reaction product. The product is: [CH3:60][O:61][C:62](=[O:113])[NH:63][C@H:64]([C:68]([N:70]1[CH2:74][CH2:73][CH2:72][C@H:71]1[C:75]1[NH:76][CH:77]=[C:78]([C:80]2[CH:85]=[CH:84][C:83]([C:86]3[CH:91]=[C:90]([F:92])[C:89]([NH:93][C:94]([C:21]4[CH:22]=[N:23][C:18]([N:17]5[CH2:33][CH2:34][N:36]([C:5]([C@H:3]6[CH2:4][C:2]6([CH3:8])[CH3:1])=[O:6])[CH2:38][C@H:40]5[CH3:42])=[CH:19][CH:20]=4)=[O:95])=[CH:88][C:87]=3[C:109]([F:111])([F:112])[F:110])=[CH:82][CH:81]=2)[N:79]=1)=[O:69])[CH:65]([CH3:66])[CH3:67]. (3) The product is: [F:1][C:2]1[CH:11]=[C:10]([O:12][CH2:13][C:14]2[S:18][C:17]([C:19]3[CH:24]=[CH:23][C:22]([C:25]([F:26])([F:28])[F:27])=[CH:21][CH:20]=3)=[N:16][C:15]=2[CH3:29])[CH:9]=[CH:8][C:3]=1[C:4]1[NH:5][C:36](=[O:42])[O:7][N:6]=1. Given the reactants [F:1][C:2]1[CH:11]=[C:10]([O:12][CH2:13][C:14]2[S:18][C:17]([C:19]3[CH:24]=[CH:23][C:22]([C:25]([F:28])([F:27])[F:26])=[CH:21][CH:20]=3)=[N:16][C:15]=2[CH3:29])[CH:9]=[CH:8][C:3]=1[C:4]([NH:6][OH:7])=[NH:5].N1C=CC=CC=1.[C:36]1([O:42]C(Cl)=O)C=CC=CC=1.C(OCC)(=O)C, predict the reaction product. (4) Given the reactants Cl.Cl.[CH2:3]([O:5][C:6](=[O:28])[CH2:7][C:8]1[CH:13]=[CH:12][N:11]=[C:10]([C:14]2[CH:19]=[CH:18][C:17]([C:20]([F:23])([F:22])[F:21])=[CH:16][C:15]=2[CH2:24][NH:25][CH2:26][CH3:27])[CH:9]=1)[CH3:4].[CH2:29]([N:36]=[C:37]=[O:38])[C:30]1[CH:35]=[CH:34][CH:33]=[CH:32][CH:31]=1.C(N(C(C)C)CC)(C)C, predict the reaction product. The product is: [CH2:3]([O:5][C:6](=[O:28])[CH2:7][C:8]1[CH:13]=[CH:12][N:11]=[C:10]([C:14]2[CH:19]=[CH:18][C:17]([C:20]([F:21])([F:23])[F:22])=[CH:16][C:15]=2[CH2:24][N:25]([CH2:26][CH3:27])[C:37]([NH:36][CH2:29][C:30]2[CH:35]=[CH:34][CH:33]=[CH:32][CH:31]=2)=[O:38])[CH:9]=1)[CH3:4]. (5) Given the reactants [CH:1]1([NH:6][C:7]2[CH:8]=[C:9]([Cl:30])[CH:10]=[C:11]3[C:15]=2[NH:14][C:13](C2C=CC(C(OC(C)(C)C)=O)=CC=2N)=[CH:12]3)[CH2:5][CH2:4][CH2:3][CH2:2]1.[C:31](O)([C:33](F)(F)F)=O, predict the reaction product. The product is: [CH:1]1([NH:6][C:7]2[CH:8]=[C:9]([Cl:30])[CH:10]=[C:11]3[C:15]=2[NH:14][C:13]([C:33]2[CH:31]=[CH:5][C:1]([NH2:6])=[CH:2][CH:3]=2)=[CH:12]3)[CH2:2][CH2:3][CH2:4][CH2:5]1. (6) Given the reactants [O:1]1[CH2:6][CH2:5][CH2:4][CH2:3][CH:2]1[N:7]1[C:15]2[C:10](=[CH:11][C:12]([C:16]3[N:20]=[CH:19][N:18]([C:21]([C:34]4[CH:39]=[CH:38][CH:37]=[CH:36][CH:35]=4)([C:28]4[CH:33]=[CH:32][CH:31]=[CH:30][CH:29]=4)[C:22]4[CH:27]=[CH:26][CH:25]=[CH:24][CH:23]=4)[N:17]=3)=[CH:13][CH:14]=2)[C:9]([C:40]2[CH:41]=[C:42]([CH:47]=[CH:48][CH:49]=2)[C:43](OC)=[O:44])=[N:8]1.O.[OH-].[Li+].[N:53]1[CH:58]=[CH:57][CH:56]=[C:55]([CH2:59][NH2:60])[CH:54]=1.O.ON1C2C=CC=CC=2N=N1.Cl.CN(C)CCCN=C=NCC, predict the reaction product. The product is: [O:1]1[CH2:6][CH2:5][CH2:4][CH2:3][CH:2]1[N:7]1[C:15]2[C:10](=[CH:11][C:12]([C:16]3[N:20]=[CH:19][N:18]([C:21]([C:34]4[CH:35]=[CH:36][CH:37]=[CH:38][CH:39]=4)([C:28]4[CH:33]=[CH:32][CH:31]=[CH:30][CH:29]=4)[C:22]4[CH:23]=[CH:24][CH:25]=[CH:26][CH:27]=4)[N:17]=3)=[CH:13][CH:14]=2)[C:9]([C:40]2[CH:41]=[C:42]([C:43]([NH:60][CH2:59][C:55]3[CH:54]=[N:53][CH:58]=[CH:57][CH:56]=3)=[O:44])[CH:47]=[CH:48][CH:49]=2)=[N:8]1.